From a dataset of Forward reaction prediction with 1.9M reactions from USPTO patents (1976-2016). Predict the product of the given reaction. (1) Given the reactants [Cl:1][C:2]1[C:7]([O:8][CH3:9])=[CH:6][C:5]([O:10][CH3:11])=[C:4]([Cl:12])[C:3]=1[C:13]1[N:18]=[CH:17][C:16]2[C:19]([CH:28]=[CH2:29])=[N:20][N:21]([CH:22]3[CH2:27][CH2:26][CH2:25][CH2:24][O:23]3)[C:15]=2[CH:14]=1.I[C:31]1[CH:32]=[N:33][N:34]([CH2:36][CH2:37][O:38][CH:39]2[CH2:44][CH2:43][CH2:42][CH2:41][O:40]2)[CH:35]=1.ClCCl.O, predict the reaction product. The product is: [Cl:1][C:2]1[C:7]([O:8][CH3:9])=[CH:6][C:5]([O:10][CH3:11])=[C:4]([Cl:12])[C:3]=1[C:13]1[N:18]=[CH:17][C:16]2[C:19](/[CH:28]=[CH:29]/[C:31]3[CH:32]=[N:33][N:34]([CH2:36][CH2:37][O:38][CH:39]4[CH2:44][CH2:43][CH2:42][CH2:41][O:40]4)[CH:35]=3)=[N:20][N:21]([CH:22]3[CH2:27][CH2:26][CH2:25][CH2:24][O:23]3)[C:15]=2[CH:14]=1. (2) Given the reactants [Cl:1][C:2]1[N:7]=[C:6]([C:8]([NH2:10])=[O:9])[C:5]([N+:11]([O-])=O)=[CH:4][CH:3]=1.[CH:14](OCC)(OCC)OCC, predict the reaction product. The product is: [Cl:1][C:2]1[CH:3]=[CH:4][C:5]2[N:11]=[CH:14][N:10]=[C:8]([OH:9])[C:6]=2[N:7]=1. (3) Given the reactants [Cl:1][C:2]1[CH:35]=[CH:34][C:5]([CH2:6][NH:7][C:8]([C:10]2[C:11](=[O:33])[C:12]3[CH:19]=[C:18]([CH2:20][N:21]([CH2:23][CH:24]([OH:32])[C:25]4[CH:30]=[CH:29][C:28]([OH:31])=[CH:27][CH:26]=4)[CH3:22])[S:17][C:13]=3[N:14]([CH3:16])[CH:15]=2)=[O:9])=[CH:4][CH:3]=1, predict the reaction product. The product is: [Cl:1][C:2]1[CH:3]=[CH:4][C:5]([CH2:6][NH:7][C:8]([C:10]2[C:11](=[O:33])[C:12]3[CH:19]=[C:18]([CH2:20][N:21]([CH2:23][C@@H:24]([OH:32])[C:25]4[CH:26]=[CH:27][C:28]([OH:31])=[CH:29][CH:30]=4)[CH3:22])[S:17][C:13]=3[N:14]([CH3:16])[CH:15]=2)=[O:9])=[CH:34][CH:35]=1. (4) Given the reactants [C:1]([O:5][C:6]([N:8]1[CH2:13][CH2:12][CH:11]([CH:14]([C:16]2[CH:21]=[CH:20][C:19]([Br:22])=[CH:18][CH:17]=2)[OH:15])[CH2:10][CH2:9]1)=[O:7])([CH3:4])([CH3:3])[CH3:2].[H-].[Na+].[Cl:25][C:26]1[CH:31]=[CH:30][CH:29]=[C:28](Cl)[N:27]=1, predict the reaction product. The product is: [C:1]([O:5][C:6]([N:8]1[CH2:9][CH2:10][CH:11]([CH:14]([C:16]2[CH:21]=[CH:20][C:19]([Br:22])=[CH:18][CH:17]=2)[O:15][C:28]2[CH:29]=[CH:30][CH:31]=[C:26]([Cl:25])[N:27]=2)[CH2:12][CH2:13]1)=[O:7])([CH3:4])([CH3:2])[CH3:3]. (5) The product is: [Cl:1][C:2]1[CH:7]=[CH:6][CH:5]=[CH:4][C:3]=1[CH:8]([O:33][C:41](=[O:43])[CH3:42])[C:9]1[N:24]([C:25]2[C:30]([F:31])=[CH:29][CH:28]=[CH:27][C:26]=2[F:32])[C:12]2[N:13]=[C:14]([NH:17][CH:18]([CH3:23])[C:19]([OH:21])([CH3:22])[CH3:20])[N:15]=[CH:16][C:11]=2[CH:10]=1. Given the reactants [Cl:1][C:2]1[CH:7]=[CH:6][CH:5]=[CH:4][C:3]=1[CH:8]([OH:33])[C:9]1[N:24]([C:25]2[C:30]([F:31])=[CH:29][CH:28]=[CH:27][C:26]=2[F:32])[C:12]2[N:13]=[C:14]([NH:17][CH:18]([CH3:23])[C:19]([CH3:22])([OH:21])[CH3:20])[N:15]=[CH:16][C:11]=2[CH:10]=1.C(N(CC)CC)C.[C:41](Cl)(=[O:43])[CH3:42].C(OCC)(=O)C, predict the reaction product. (6) Given the reactants [CH3:1][C:2]([C:5]1[CH:6]=[C:7]([CH:22]=[C:23]([C:26]([CH3:29])([CH3:28])[CH3:27])[C:24]=1[OH:25])[C:8]([NH:10][CH2:11][CH2:12][C:13]1[CH:18]=[CH:17][C:16]([N+:19]([O-])=O)=[CH:15][CH:14]=1)=[O:9])([CH3:4])[CH3:3].CC(C1C=C(C=C(C(C)(C)C)C=1O)C(NCC1C=CC([N+]([O-])=O)=CC=1)=O)(C)C, predict the reaction product. The product is: [CH3:4][C:2]([C:5]1[CH:6]=[C:7]([CH:22]=[C:23]([C:26]([CH3:29])([CH3:28])[CH3:27])[C:24]=1[OH:25])[C:8]([NH:10][CH2:11][CH2:12][C:13]1[CH:18]=[CH:17][C:16]([NH2:19])=[CH:15][CH:14]=1)=[O:9])([CH3:1])[CH3:3]. (7) The product is: [ClH:32].[Cl:32][C:28]1[CH:29]=[C:30]2[C:25](=[CH:26][CH:27]=1)[NH:24][C:23]([C:21]([NH:20][C@@H:10]1[CH2:11][CH2:12][C@@H:13]([C:15]([O:17][CH2:18][CH3:19])=[O:16])[CH2:14][C@@H:9]1[NH2:8])=[O:22])=[CH:31]2. Given the reactants C(OC([NH:8][C@H:9]1[CH2:14][C@H:13]([C:15]([O:17][CH2:18][CH3:19])=[O:16])[CH2:12][CH2:11][C@H:10]1[NH:20][C:21]([C:23]1[NH:24][C:25]2[C:30]([CH:31]=1)=[CH:29][C:28]([Cl:32])=[CH:27][CH:26]=2)=[O:22])=O)(C)(C)C.Cl, predict the reaction product. (8) Given the reactants Br.[NH2:2][C:3]1[C:4]([OH:18])=[C:5]([C:10]2[O:14][C:13]([C:15]([OH:17])=[O:16])=[CH:12][CH:11]=2)[CH:6]=[C:7]([CH3:9])[CH:8]=1.[N:19]([O-])=O.[Na+].[CH3:23][C:24]1[CH2:25][C:26](=[O:39])[N:27]([C:29]2[CH:38]=[CH:37][C:36]3[CH2:35][CH2:34][CH2:33][CH2:32][C:31]=3[CH:30]=2)[N:28]=1.C(=O)(O)[O-].[Na+], predict the reaction product. The product is: [OH:18][C:4]1[C:3]([NH:2][N:19]=[C:25]2[C:26](=[O:39])[N:27]([C:29]3[CH:38]=[CH:37][C:36]4[CH2:35][CH2:34][CH2:33][CH2:32][C:31]=4[CH:30]=3)[N:28]=[C:24]2[CH3:23])=[CH:8][C:7]([CH3:9])=[CH:6][C:5]=1[C:10]1[O:14][C:13]([C:15]([OH:17])=[O:16])=[CH:12][CH:11]=1. (9) Given the reactants C[Sn](C)(C)[C:3]1[CH:8]=[CH:7][C:6]([N:9]2[CH2:13][C@H:12]([CH2:14][NH:15][C:16](=[O:18])[CH3:17])[O:11][C:10]2=[O:19])=[CH:5][C:4]=1[F:20].[CH3:23][C:24]([O:27][C:28]([N:30]1[CH2:35][CH:34]=[C:33](OS(C(F)(F)F)(=O)=O)[CH2:32][CH2:31]1)=[O:29])([CH3:26])[CH3:25].C1([As](C2C=CC=CC=2)C2C=CC=CC=2)C=CC=CC=1, predict the reaction product. The product is: [CH3:26][C:24]([O:27][C:28]([N:30]1[CH2:31][CH:32]=[C:33]([C:3]2[CH:8]=[CH:7][C:6]([N:9]3[CH2:13][C@H:12]([CH2:14][NH:15][C:16](=[O:18])[CH3:17])[O:11][C:10]3=[O:19])=[CH:5][C:4]=2[F:20])[CH2:34][CH2:35]1)=[O:29])([CH3:23])[CH3:25]. (10) Given the reactants [OH-].[Na+].C[O:4][C:5]([C:7]1[CH:17]=[C:16]([O:18][C:19]2[CH:24]=[CH:23][C:22]([C:25]([N:27]3[CH2:30][CH2:29][CH2:28]3)=[O:26])=[CH:21][CH:20]=2)[C:10]2[CH2:11][C:12]([CH3:15])([CH3:14])[O:13][C:9]=2[CH:8]=1)=[O:6], predict the reaction product. The product is: [N:27]1([C:25]([C:22]2[CH:21]=[CH:20][C:19]([O:18][C:16]3[C:10]4[CH2:11][C:12]([CH3:15])([CH3:14])[O:13][C:9]=4[CH:8]=[C:7]([C:5]([OH:6])=[O:4])[CH:17]=3)=[CH:24][CH:23]=2)=[O:26])[CH2:30][CH2:29][CH2:28]1.